Dataset: NCI-60 drug combinations with 297,098 pairs across 59 cell lines. Task: Regression. Given two drug SMILES strings and cell line genomic features, predict the synergy score measuring deviation from expected non-interaction effect. Drug 1: CC1CCC2CC(C(=CC=CC=CC(CC(C(=O)C(C(C(=CC(C(=O)CC(OC(=O)C3CCCCN3C(=O)C(=O)C1(O2)O)C(C)CC4CCC(C(C4)OC)O)C)C)O)OC)C)C)C)OC. Drug 2: CC1=C(C(=O)C2=C(C1=O)N3CC4C(C3(C2COC(=O)N)OC)N4)N. Cell line: SK-MEL-28. Synergy scores: CSS=18.3, Synergy_ZIP=-0.110, Synergy_Bliss=1.04, Synergy_Loewe=1.03, Synergy_HSA=2.81.